Task: Regression. Given two drug SMILES strings and cell line genomic features, predict the synergy score measuring deviation from expected non-interaction effect.. Dataset: NCI-60 drug combinations with 297,098 pairs across 59 cell lines (1) Drug 1: CC1=C(C=C(C=C1)NC(=O)C2=CC=C(C=C2)CN3CCN(CC3)C)NC4=NC=CC(=N4)C5=CN=CC=C5. Drug 2: CCCCC(=O)OCC(=O)C1(CC(C2=C(C1)C(=C3C(=C2O)C(=O)C4=C(C3=O)C=CC=C4OC)O)OC5CC(C(C(O5)C)O)NC(=O)C(F)(F)F)O. Cell line: CAKI-1. Synergy scores: CSS=43.6, Synergy_ZIP=0.515, Synergy_Bliss=-1.37, Synergy_Loewe=-12.4, Synergy_HSA=-6.17. (2) Drug 1: C1C(C(OC1N2C=NC3=C(N=C(N=C32)Cl)N)CO)O. Drug 2: C1C(C(OC1N2C=NC(=NC2=O)N)CO)O. Cell line: CCRF-CEM. Synergy scores: CSS=69.0, Synergy_ZIP=-0.550, Synergy_Bliss=-1.15, Synergy_Loewe=0.665, Synergy_HSA=3.31. (3) Drug 2: C1CC(=O)NC(=O)C1N2C(=O)C3=CC=CC=C3C2=O. Cell line: HCT116. Synergy scores: CSS=1.04, Synergy_ZIP=-0.0874, Synergy_Bliss=-0.811, Synergy_Loewe=-2.45, Synergy_HSA=-2.28. Drug 1: C1CCN(CC1)CCOC2=CC=C(C=C2)C(=O)C3=C(SC4=C3C=CC(=C4)O)C5=CC=C(C=C5)O. (4) Drug 1: CC1C(C(=O)NC(C(=O)N2CCCC2C(=O)N(CC(=O)N(C(C(=O)O1)C(C)C)C)C)C(C)C)NC(=O)C3=C4C(=C(C=C3)C)OC5=C(C(=O)C(=C(C5=N4)C(=O)NC6C(OC(=O)C(N(C(=O)CN(C(=O)C7CCCN7C(=O)C(NC6=O)C(C)C)C)C)C(C)C)C)N)C. Drug 2: CCC1=C2CN3C(=CC4=C(C3=O)COC(=O)C4(CC)O)C2=NC5=C1C=C(C=C5)O. Cell line: HCT-15. Synergy scores: CSS=9.91, Synergy_ZIP=-2.17, Synergy_Bliss=1.69, Synergy_Loewe=-19.3, Synergy_HSA=-0.492.